Task: Predict the reactants needed to synthesize the given product.. Dataset: Full USPTO retrosynthesis dataset with 1.9M reactions from patents (1976-2016) Given the product [ClH:36].[N:37]12[CH2:42][CH2:41][CH:40]([CH2:43][CH2:44]1)[C@@H:39]([NH:45][C:46]([C:48]1[S:49][C:50]3[C:56]([C:2]4[CH:7]=[CH:6][CH:5]=[C:4]([N:8]5[CH:12]=[CH:11][CH:10]=[CH:9]5)[CH:3]=4)=[CH:55][CH:54]=[CH:53][C:51]=3[CH:52]=1)=[O:47])[CH2:38]2, predict the reactants needed to synthesize it. The reactants are: Br[C:2]1[CH:3]=[C:4]([N:8]2[CH:12]=[CH:11][CH:10]=[CH:9]2)[CH:5]=[CH:6][CH:7]=1.B1(B2OC(C)(C)C(C)(C)O2)OC(C)(C)C(C)(C)O1.C([O-])(=O)C.[K+].[ClH:36].[N:37]12[CH2:44][CH2:43][CH:40]([CH2:41][CH2:42]1)[C@@H:39]([NH:45][C:46]([C:48]1[S:49][C:50]3[C:56](Br)=[CH:55][CH:54]=[CH:53][C:51]=3[CH:52]=1)=[O:47])[CH2:38]2.C(=O)([O-])[O-].[Na+].[Na+].